Task: Predict the product of the given reaction.. Dataset: Forward reaction prediction with 1.9M reactions from USPTO patents (1976-2016) (1) The product is: [Br:25][C:26]1[CH:31]=[CH:30][C:29]([CH:15]([C:16]([O:18][CH2:19][CH3:20])=[O:17])[C:14]([O:22][CH2:23][CH3:24])=[O:21])=[CH:28][CH:27]=1. Given the reactants [H-].[Na+].CN(C)P(N(C)C)(N(C)C)=O.[C:14]([O:22][CH2:23][CH3:24])(=[O:21])[CH2:15][C:16]([O:18][CH2:19][CH3:20])=[O:17].[Br:25][C:26]1[CH:31]=[CH:30][C:29](I)=[CH:28][CH:27]=1, predict the reaction product. (2) Given the reactants Br[C:2]1[S:3][C:4]([C:7]([O:9][CH2:10][CH3:11])=[O:8])=[CH:5][N:6]=1.C([O-])([O-])=O.[K+].[K+].[C:18]1([SH:24])[CH:23]=[CH:22][CH:21]=[CH:20][CH:19]=1, predict the reaction product. The product is: [C:18]1([S:24][C:2]2[S:3][C:4]([C:7]([O:9][CH2:10][CH3:11])=[O:8])=[CH:5][N:6]=2)[CH:23]=[CH:22][CH:21]=[CH:20][CH:19]=1. (3) Given the reactants [C:1]([C:5]1[CH:10]=[CH:9][C:8](B(O)O)=[CH:7][CH:6]=1)([CH3:4])([CH3:3])[CH3:2].Br[C:15]1[CH:20]=[CH:19][CH:18]=[C:17](Br)[C:16]=1[NH2:22].[CH:36]1[CH:41]=[CH:40][C:39](P([C:36]2[CH:41]=[CH:40][CH:39]=[CH:38][CH:37]=2)[C:36]2[CH:41]=[CH:40][CH:39]=[CH:38][CH:37]=2)=[CH:38][CH:37]=1.C([O-])([O-])=O.[Na+].[Na+], predict the reaction product. The product is: [C:1]([C:5]1[CH:10]=[CH:9][C:8]([C:15]2[CH:20]=[CH:19][CH:18]=[C:17]([C:39]3[CH:38]=[CH:37][C:36]([C:1]([CH3:4])([CH3:3])[CH3:2])=[CH:41][CH:40]=3)[C:16]=2[NH2:22])=[CH:7][CH:6]=1)([CH3:4])([CH3:3])[CH3:2]. (4) Given the reactants [Cl:1][C:2]1[CH:3]=[CH:4][CH:5]=[C:6]2[C:11]=1[N:10]=[N:9][C:8]([C:12]1[CH:17]=[CH:16][CH:15]=[CH:14][CH:13]=1)=[C:7]2[C:18]1[CH:19]=[C:20]([NH2:24])[CH:21]=[CH:22][CH:23]=1.[Cl:25][C:26]1[C:33]([C:34]([F:37])([F:36])[F:35])=[CH:32][CH:31]=[CH:30][C:27]=1[CH:28]=O, predict the reaction product. The product is: [Cl:1][C:2]1[CH:3]=[CH:4][CH:5]=[C:6]2[C:11]=1[N:10]=[N:9][C:8]([C:12]1[CH:13]=[CH:14][CH:15]=[CH:16][CH:17]=1)=[C:7]2[C:18]1[CH:19]=[C:20]([NH:24][CH2:28][C:27]2[CH:30]=[CH:31][CH:32]=[C:33]([C:34]([F:35])([F:37])[F:36])[C:26]=2[Cl:25])[CH:21]=[CH:22][CH:23]=1. (5) The product is: [F:38][C:2]([F:1])([F:37])[C:3]([C:9]1[CH:14]=[CH:13][C:12]([C:15]2[S:19][C:18]([C:20]([NH:39][CH2:40][C:41]([OH:43])([CH3:44])[CH3:42])=[O:21])=[N:17][C:16]=2[C:25]([N:27]2[CH2:31][CH2:30][CH2:29][C@@H:28]2[CH3:32])=[O:26])=[C:11]([C:33]([F:36])([F:34])[F:35])[CH:10]=1)([OH:8])[C:4]([F:5])([F:6])[F:7]. Given the reactants [F:1][C:2]([F:38])([F:37])[C:3]([C:9]1[CH:14]=[CH:13][C:12]([C:15]2[S:19][C:18]([C:20](OCC)=[O:21])=[N:17][C:16]=2[C:25]([N:27]2[CH2:31][CH2:30][CH2:29][C@@H:28]2[CH3:32])=[O:26])=[C:11]([C:33]([F:36])([F:35])[F:34])[CH:10]=1)([OH:8])[C:4]([F:7])([F:6])[F:5].[NH2:39][CH2:40][C:41]([CH3:44])([OH:43])[CH3:42], predict the reaction product.